From a dataset of Drug-target binding data from BindingDB using Ki measurements. Regression. Given a target protein amino acid sequence and a drug SMILES string, predict the binding affinity score between them. We predict pKi (pKi = -log10(Ki in M); higher means stronger inhibition). Dataset: bindingdb_ki. (1) The small molecule is CN1CCC23CCCCC2C1Cc1ccc(O)cc13. The target is MLLARMKPQVQPELGGADQ. The pKi is 5.9. (2) The small molecule is CCC[C@H](N)C(=O)[O-]. The target protein (P00561) has sequence MRVLKFGGTSVANAERFLRVADILESNARQGQVATVLSAPAKITNHLVAMIEKTISGQDALPNISDAERIFAELLTGLAAAQPGFPLAQLKTFVDQEFAQIKHVLHGISLLGQCPDSINAALICRGEKMSIAIMAGVLEARGHNVTVIDPVEKLLAVGHYLESTVDIAESTRRIAASRIPADHMVLMAGFTAGNEKGELVVLGRNGSDYSAAVLAACLRADCCEIWTDVDGVYTCDPRQVPDARLLKSMSYQEAMELSYFGAKVLHPRTITPIAQFQIPCLIKNTGNPQAPGTLIGASRDEDELPVKGISNLNNMAMFSVSGPGMKGMVGMAARVFAAMSRARISVVLITQSSSEYSISFCVPQSDCVRAERAMQEEFYLELKEGLLEPLAVTERLAIISVVGDGMRTLRGISAKFFAALARANINIVAIAQGSSERSISVVVNNDDATTGVRVTHQMLFNTDQVIEVFVIGVGGVGGALLEQLKRQQSWLKNKHIDLRV.... The pKi is 2.5.